From a dataset of Catalyst prediction with 721,799 reactions and 888 catalyst types from USPTO. Predict which catalyst facilitates the given reaction. (1) Reactant: C([O:3][C:4](=[O:36])[CH:5]([C:29]1[CH:30]=[C:31]([CH3:35])[CH:32]=[CH:33][CH:34]=1)[CH2:6][C:7]1[CH:11]=[C:10]([C:12]2[CH:17]=[CH:16][C:15]([NH:18][CH2:19][CH:20]=[CH2:21])=[CH:14][CH:13]=2)[N:9]([C:22]2[CH:27]=[CH:26][C:25]([CH3:28])=[CH:24][CH:23]=2)[N:8]=1)C.C(P(C(C)(C)C)C1C=CC=CC=1C1C=CC=CC=1)(C)(C)C.[O-]P([O-])([O-])=O.[K+].[K+].[K+].C(OC(=O)C(C1C=C(C)C=CC=1)CC1C=C(C2C=CC(Br)=CC=2)N(C2C=CC(C)=CC=2)N=1)C.C(N)C=C. Product: [CH2:19]([NH:18][C:15]1[CH:14]=[CH:13][C:12]([C:10]2[N:9]([C:22]3[CH:27]=[CH:26][C:25]([CH3:28])=[CH:24][CH:23]=3)[N:8]=[C:7]([CH2:6][CH:5]([C:29]3[CH:30]=[C:31]([CH3:35])[CH:32]=[CH:33][CH:34]=3)[C:4]([OH:36])=[O:3])[CH:11]=2)=[CH:17][CH:16]=1)[CH:20]=[CH2:21]. The catalyst class is: 727. (2) Reactant: ClC(Cl)(Cl)C#N.C1CCN2C(=NCCC2)CC1.[CH3:18][O:19][CH2:20][C@H:21]1[O:47][C@@H:25](OC2C=C(COC(=O)C)C=CC=2CC2C=CC(CC)=CC=2)[C@H:24]([O:48][C:49](=[O:56])[C:50]2[CH:55]=[CH:54][CH:53]=[CH:52][CH:51]=2)[C@@H:23]([O:57][C:58](=[O:65])[C:59]2[CH:64]=[CH:63][CH:62]=[CH:61][CH:60]=2)[C@@H:22]1[O:66][C:67](=[O:74])[C:68]1[CH:73]=[CH:72][CH:71]=[CH:70][CH:69]=1.[C:75]([O:78][CH2:79][C:80]1[CH:81]=[CH:82][C:83]([CH2:87][C:88]2[CH:93]=[CH:92][C:91]([CH2:94][CH3:95])=[CH:90][CH:89]=2)=[C:84]([OH:86])[CH:85]=1)(=[O:77])[CH3:76]. Product: [CH3:18][O:19][C@@H:20]1[C@@H:21]([CH2:22][O:66][C:67](=[O:74])[C:68]2[CH:73]=[CH:72][CH:71]=[CH:70][CH:69]=2)[O:47][C@@H:25]([O:86][C:84]2[CH:85]=[C:80]([CH2:79][O:78][C:75](=[O:77])[CH3:76])[CH:81]=[CH:82][C:83]=2[CH2:87][C:88]2[CH:89]=[CH:90][C:91]([CH2:94][CH3:95])=[CH:92][CH:93]=2)[C@H:24]([O:48][C:49](=[O:56])[C:50]2[CH:51]=[CH:52][CH:53]=[CH:54][CH:55]=2)[C@H:23]1[O:57][C:58](=[O:65])[C:59]1[CH:64]=[CH:63][CH:62]=[CH:61][CH:60]=1. The catalyst class is: 2. (3) Reactant: Cl[C:2]1[N:3]=[C:4]([NH:11][C@@H:12]2[CH2:17][CH2:16][C@H:15]([NH:18][C:19](=[O:22])[CH:20]=[CH2:21])[CH2:14][CH2:13]2)[C:5]2[S:10][CH:9]=[CH:8][C:6]=2[N:7]=1.[CH3:23][N:24]1[CH:28]=[C:27]([NH2:29])[CH:26]=[N:25]1.FC(F)(F)C(O)=O.[OH-].[Na+]. Product: [CH3:23][N:24]1[CH:28]=[C:27]([NH:29][C:2]2[N:3]=[C:4]([NH:11][C@@H:12]3[CH2:17][CH2:16][C@H:15]([NH:18][C:19](=[O:22])[CH:20]=[CH2:21])[CH2:14][CH2:13]3)[C:5]3[S:10][CH:9]=[CH:8][C:6]=3[N:7]=2)[CH:26]=[N:25]1. The catalyst class is: 12. (4) Reactant: [S:1]([N:11]1[C:19]2[C:14](=[CH:15][CH:16]=[CH:17][CH:18]=2)[C:13]([CH2:20]O)=[CH:12]1)([C:4]1[CH:10]=[CH:9][C:7]([CH3:8])=[CH:6][CH:5]=1)(=[O:3])=[O:2].O=P(Cl)(Cl)[Cl:24]. Product: [Cl:24][CH2:20][C:13]1[C:14]2[C:19](=[CH:18][CH:17]=[CH:16][CH:15]=2)[N:11]([S:1]([C:4]2[CH:10]=[CH:9][C:7]([CH3:8])=[CH:6][CH:5]=2)(=[O:3])=[O:2])[CH:12]=1. The catalyst class is: 1. (5) Reactant: [CH:1]1([CH2:4][N:5]2[CH2:10][CH2:9][N:8]([C@@H:11]3[CH2:16][CH2:15][C@H:14]([NH2:17])[CH2:13][CH2:12]3)[CH2:7][CH2:6]2)[CH2:3][CH2:2]1.C1(N2[C:32]3[N:31]=[C:30]([NH:33][CH:34]4[CH2:38][C:37]5=[C:39]([C:43]([OH:45])=O)[CH:40]=[CH:41][CH:42]=[C:36]5[O:35]4)[N:29]=[CH:28][C:27]=3[N:26]([CH3:46])[C:25](=[O:47])[C@H:24]2[CH2:48][CH3:49])CCCC1.F[B-](F)(F)F.N1(OC(N(C)C)=[N+](C)C)C2[CH:60]=[CH:61][CH:62]=[CH:63][C:58]=2N=N1.C([N:75](C(C)C)CC)(C)C.[NH3:81].[OH2:82]. Product: [CH:60]1([N:81]2[C:28]3[N:29]=[C:30]([NH:33][C:34]4[CH:41]=[CH:40][C:39]([C:43]([NH:17][C@H:14]5[CH2:15][CH2:16][C@@H:11]([N:8]6[CH2:9][CH2:10][N:5]([CH2:4][CH:1]7[CH2:2][CH2:3]7)[CH2:6][CH2:7]6)[CH2:12][CH2:13]5)=[O:45])=[C:37]5[C:38]=4[O:82][CH2:42][CH2:36]5)[N:31]=[CH:32][C:27]=3[N:26]([CH3:46])[C:25](=[O:47])[C@H:24]2[CH2:48][CH3:49])[CH2:61][CH2:62][CH2:63][CH2:58]1.[CH:63]1([CH2:58][CH:7]2[CH2:6][NH:5][CH2:10][CH2:9][N:8]2[C@@H:11]2[CH2:12][CH2:13][C@H:14]([C:39]3([C:43]([NH2:75])=[O:45])[CH:37]4[CH2:38][CH2:34][O:35][C:36]4=[CH:42][CH:41]=[CH:40]3)[CH2:15][CH2:16]2)[CH2:61][CH2:62]1. The catalyst class is: 4. (6) Reactant: [C:1]([C:4]1[C:12]2[C:7](=[CH:8][CH:9]=[C:10]([NH:13][C:14]3[CH:15]=[N:16][CH:17]=[N:18][CH:19]=3)[CH:11]=2)[N:6]([CH2:20][C:21](O)=[O:22])[N:5]=1)(=[O:3])[NH2:2].CCN(C(C)C)C(C)C.Cl.[Cl:34][C:35]1[CH:40]=[CH:39][CH:38]=[CH:37][C:36]=1[C:41]1[CH:46]=[CH:45][CH:44]=[C:43]([NH:47][C:48]([C@@H:50]2[CH2:54][C@@H:53]([F:55])[CH2:52][NH:51]2)=[O:49])[C:42]=1[F:56].CN(C(ON1N=NC2C=CC=NC1=2)=[N+](C)C)C.F[P-](F)(F)(F)(F)F. Product: [Cl:34][C:35]1[CH:40]=[CH:39][CH:38]=[CH:37][C:36]=1[C:41]1[CH:46]=[CH:45][CH:44]=[C:43]([NH:47][C:48]([C@@H:50]2[CH2:54][C@@H:53]([F:55])[CH2:52][N:51]2[C:21](=[O:22])[CH2:20][N:6]2[C:7]3[C:12](=[CH:11][C:10]([NH:13][C:14]4[CH:19]=[N:18][CH:17]=[N:16][CH:15]=4)=[CH:9][CH:8]=3)[C:4]([C:1]([NH2:2])=[O:3])=[N:5]2)=[O:49])[C:42]=1[F:56]. The catalyst class is: 18.